This data is from Reaction yield outcomes from USPTO patents with 853,638 reactions. The task is: Predict the reaction yield, written as a fraction of the theoretical maximum amount of product (1.0 means a 100% yield; for example, 0.34 means a 34% yield). (1) The reactants are [Cl:1][C:2]1[CH:16]=[CH:15][C:5]2[N:6]([CH2:11][CH2:12][CH2:13]Cl)[C:7](=[O:10])[CH2:8][O:9][C:4]=2[CH:3]=1.C([O-])([O-])=O.[K+].[K+].[Na+].[I-].[CH2:25]([CH:29]1[CH2:34][CH2:33][NH:32][CH2:31][CH2:30]1)[CH2:26][CH2:27][CH3:28]. The catalyst is CCCCCCC.CCOC(C)=O. The product is [CH2:25]([CH:29]1[CH2:34][CH2:33][N:32]([CH2:13][CH2:12][CH2:11][N:6]2[C:5]3[CH:15]=[CH:16][C:2]([Cl:1])=[CH:3][C:4]=3[O:9][CH2:8][C:7]2=[O:10])[CH2:31][CH2:30]1)[CH2:26][CH2:27][CH3:28]. The yield is 0.900. (2) The reactants are [Cl:1][C:2]1[CH:3]=[C:4]([CH:12]([CH2:22][CH:23]2[CH2:27][CH2:26][C:25](=O)[CH2:24]2)[C:13]([NH:15][C:16]2[CH:21]=[N:20][CH:19]=[CH:18][N:17]=2)=[O:14])[CH:5]=[CH:6][C:7]=1[S:8]([CH3:11])(=[O:10])=[O:9].Cl.[NH2:30][OH:31]. The catalyst is CO.N1C=CC=CC=1. The product is [Cl:1][C:2]1[CH:3]=[C:4]([CH:12]([CH2:22][CH:23]2[CH2:27][CH2:26][C:25](=[N:30][OH:31])[CH2:24]2)[C:13]([NH:15][C:16]2[CH:21]=[N:20][CH:19]=[CH:18][N:17]=2)=[O:14])[CH:5]=[CH:6][C:7]=1[S:8]([CH3:11])(=[O:10])=[O:9]. The yield is 0.550.